This data is from Catalyst prediction with 721,799 reactions and 888 catalyst types from USPTO. The task is: Predict which catalyst facilitates the given reaction. Reactant: N1C=CC=[CH:3][C:2]=1C(O)=O.C([O-])([O-])=O.[Cs+].[Cs+].C([C:18]([CH2:25][CH3:26])([C:22]([O-:24])=[O:23])[C:19]([O-:21])=[O:20])C.[F:27][C:28]1[CH:29]=[C:30](I)C=C[CH:33]=1.[NH4+].[Cl-].O1CCO[CH2:39][CH2:38]1. Product: [F:27][C:28]1[CH:33]=[C:25]([CH:18]([C:22]([O:24][CH2:38][CH3:39])=[O:23])[C:19]([O:21][CH2:2][CH3:3])=[O:20])[CH:26]=[CH:30][CH:29]=1. The catalyst class is: 205.